From a dataset of Reaction yield outcomes from USPTO patents with 853,638 reactions. Predict the reaction yield, written as a fraction of the theoretical maximum amount of product (1.0 means a 100% yield; for example, 0.34 means a 34% yield). (1) The reactants are [CH:1]1([C:4]2[N:5]=[C:6]3[C:12]([C:13]([NH:15][C@@H:16]([CH3:22])[C:17]([N:19]([CH3:21])[CH3:20])=[O:18])=[O:14])=[CH:11][N:10](COCC[Si](C)(C)C)[C:7]3=[N:8][CH:9]=2)[CH2:3][CH2:2]1.C1OCCOCCOCCOCCOCCOC1.[F-].[Cs+]. The catalyst is C(#N)C. The product is [CH3:21][N:19]([CH3:20])[C:17]([C@@H:16]([NH:15][C:13]([C:12]1[C:6]2[C:7](=[N:8][CH:9]=[C:4]([CH:1]3[CH2:2][CH2:3]3)[N:5]=2)[NH:10][CH:11]=1)=[O:14])[CH3:22])=[O:18]. The yield is 0.480. (2) The product is [Br:1][C:2]1[CH:3]=[C:4]2[C:8](=[CH:9][CH:10]=1)[NH:7][CH:6]=[C:5]2[C:11]1[C:12]([O:13][CH2:14][CH2:15][O:16][CH3:17])=[CH:30][N:28]=[C:24]([NH2:25])[N:32]=1. The reactants are [Br:1][C:2]1[CH:3]=[C:4]2[C:8](=[CH:9][CH:10]=1)[NH:7][CH:6]=[C:5]2[C:11](=O)[CH2:12][O:13][CH2:14][CH2:15][O:16][CH3:17].C(O[CH:24]([N:28]([CH3:30])C)[N:25](C)C)(C)(C)C.Cl.[NH2:32]C(N)=N.CO[Na].C([O-])(O)=O.[Na+]. The yield is 0.970. The catalyst is C(O)CC.